Dataset: CYP3A4 inhibition data for predicting drug metabolism from PubChem BioAssay. Task: Regression/Classification. Given a drug SMILES string, predict its absorption, distribution, metabolism, or excretion properties. Task type varies by dataset: regression for continuous measurements (e.g., permeability, clearance, half-life) or binary classification for categorical outcomes (e.g., BBB penetration, CYP inhibition). Dataset: cyp3a4_veith. (1) The drug is O=S(c1ccccc1)c1ccc2nnnn2n1. The result is 0 (non-inhibitor). (2) The molecule is COC(=O)/C(C(C)=O)=C(\C=C\C=C\C=C\N(C)C)N(C)C. The result is 0 (non-inhibitor). (3) The drug is O=C(c1ccco1)N1CCN(C(=O)c2ccc(COc3ccc4c(c3)CCC4)o2)CC1. The result is 0 (non-inhibitor). (4) The molecule is CN(C)Cc1ccccc1-c1nc(NC2CC2)c2ccccc2n1. The result is 1 (inhibitor). (5) The drug is N=C(c1ccc2ccccc2c1)c1ccccc1Cc1ccccc1. The result is 0 (non-inhibitor). (6) The result is 1 (inhibitor). The drug is CN1CCN(c2ncnc3ccc(-c4ccccc4C#N)cc23)CC1. (7) The molecule is CSc1nsc(SCc2ccc(Cl)cc2)n1. The result is 0 (non-inhibitor). (8) The drug is Cc1cccc2cc(CN(Cc3ccccc3)C(=O)c3cccc(F)c3)c(Cl)nc12. The result is 1 (inhibitor). (9) The drug is Cc1nc2ccccn2c1/C(O)=C1\C(=O)C(=O)N(CCCn2ccnc2)C1c1ccncc1. The result is 1 (inhibitor). (10) The drug is O=C(Oc1c(Br)cc(C(=S)N2CCOCC2)cc1Br)c1ccc(Cl)cc1. The result is 0 (non-inhibitor).